From a dataset of Catalyst prediction with 721,799 reactions and 888 catalyst types from USPTO. Predict which catalyst facilitates the given reaction. Reactant: [OH:1][CH2:2][C:3]1[N:8]=[C:7]([NH:9][C:10](=[O:16])[O:11][C:12]([CH3:15])([CH3:14])[CH3:13])[CH:6]=[CH:5][CH:4]=1.CC(C)([O-])C.[K+].Cl[C:24]1[CH:29]=[CH:28][C:27]([N+:30]([O-:32])=[O:31])=[CH:26][N:25]=1.C(OCC)(=O)C. Product: [N+:30]([C:27]1[CH:28]=[CH:29][C:24]([O:1][CH2:2][C:3]2[N:8]=[C:7]([NH:9][C:10](=[O:16])[O:11][C:12]([CH3:13])([CH3:15])[CH3:14])[CH:6]=[CH:5][CH:4]=2)=[N:25][CH:26]=1)([O-:32])=[O:31]. The catalyst class is: 30.